Dataset: Catalyst prediction with 721,799 reactions and 888 catalyst types from USPTO. Task: Predict which catalyst facilitates the given reaction. Reactant: [I:1][C:2]1[C:10]2[C:9]([O:11][C@H:12]([CH2:17][C:18]3[CH:23]=[CH:22][CH:21]=[CH:20][CH:19]=3)[C:13]([O:15][CH3:16])=[O:14])=[N:8][CH:7]=[N:6][C:5]=2[S:4][C:3]=1I. Product: [C:3]([C:3]1[S:4][C:5]2[N:6]=[CH:7][N:8]=[C:9]([O:11][C@H:12]([CH2:17][C:18]3[CH:23]=[CH:22][CH:21]=[CH:20][CH:19]=3)[C:13]([O:15][CH3:16])=[O:14])[C:10]=2[C:2]=1[I:1])#[C:2][CH2:10][CH3:5]. The catalyst class is: 205.